From a dataset of Reaction yield outcomes from USPTO patents with 853,638 reactions. Predict the reaction yield, written as a fraction of the theoretical maximum amount of product (1.0 means a 100% yield; for example, 0.34 means a 34% yield). (1) The reactants are C([N:8]1[CH2:13][CH:12]=[C:11]([C:14]2[CH:19]=[CH:18][CH:17]=[CH:16][C:15]=2[C:20]([F:23])([F:22])[F:21])[CH2:10][CH2:9]1)C1C=CC=CC=1.[Cl:24][C:25]1[CH:30]=[CH:29][C:28]([S:31](Cl)(=[O:33])=[O:32])=[CH:27][CH:26]=1. The yield is 0.840. The product is [Cl:24][C:25]1[CH:30]=[CH:29][C:28]([S:31]([N:8]2[CH2:9][CH2:10][CH:11]([C:14]3[CH:19]=[CH:18][CH:17]=[CH:16][C:15]=3[C:20]([F:21])([F:22])[F:23])[CH2:12][CH2:13]2)(=[O:33])=[O:32])=[CH:27][CH:26]=1. No catalyst specified. (2) The reactants are C[O:2][C:3]([C:5]1[CH:10]=[CH:9][C:8]([C:11]2[CH:16]=[CH:15][CH:14]=[CH:13][C:12]=2[CH3:17])=[C:7]([O:18][CH3:19])[CH:6]=1)=[O:4].CO.[OH-].[Na+]. The catalyst is O1CCCC1. The product is [CH3:19][O:18][C:7]1[CH:6]=[C:5]([C:3]([OH:4])=[O:2])[CH:10]=[CH:9][C:8]=1[C:11]1[CH:16]=[CH:15][CH:14]=[CH:13][C:12]=1[CH3:17]. The yield is 0.860. (3) The reactants are [CH3:1][N:2]([C:6]1[N:11]=[C:10]([C:12]2[N:20]([CH3:21])[C:19]3[CH2:18][CH2:17][NH:16][C:15](=[O:22])[C:14]=3[CH:13]=2)[CH:9]=[CH:8][N:7]=1)C(=O)C.C([O-])([O-])=O.[K+].[K+]. The catalyst is CO. The product is [CH3:21][N:20]1[C:19]2[CH2:18][CH2:17][NH:16][C:15](=[O:22])[C:14]=2[CH:13]=[C:12]1[C:10]1[CH:9]=[CH:8][N:7]=[C:6]([NH:2][CH3:1])[N:11]=1. The yield is 0.940.